Dataset: Forward reaction prediction with 1.9M reactions from USPTO patents (1976-2016). Task: Predict the product of the given reaction. The product is: [OH:13][CH2:12][CH2:11][N:8]1[C:4]2=[CH:5][N:6]=[CH:7][C:2]([C:22]3[CH:23]=[CH:24][C:25]([NH:28][C:29]([NH:31][C:32]4[CH:37]=[CH:36][CH:35]=[C:34]([C:38]([F:39])([F:40])[F:41])[CH:33]=4)=[O:30])=[CH:26][CH:27]=3)=[C:3]2[CH:10]=[N:9]1. Given the reactants Br[C:2]1[CH:7]=[N:6][CH:5]=[C:4]2[N:8]([CH2:11][CH2:12][OH:13])[N:9]=[CH:10][C:3]=12.CC1(C)C(C)(C)OB([C:22]2[CH:27]=[CH:26][C:25]([NH:28][C:29]([NH:31][C:32]3[CH:37]=[CH:36][CH:35]=[C:34]([C:38]([F:41])([F:40])[F:39])[CH:33]=3)=[O:30])=[CH:24][CH:23]=2)O1.C1(C)C=CC=CC=1.C([O-])([O-])=O.[Na+].[Na+], predict the reaction product.